From a dataset of Catalyst prediction with 721,799 reactions and 888 catalyst types from USPTO. Predict which catalyst facilitates the given reaction. (1) Reactant: [CH3:1][S:2]([C:5]1[CH:10]=[CH:9][C:8](B(O)O)=[CH:7][CH:6]=1)(=[O:4])=[O:3].Br[C:15]1[CH:16]=[N:17][C:18]([O:21][CH2:22][CH:23]2[CH2:28][CH2:27][N:26]([C:29]([O:31][C:32]([CH3:35])([CH3:34])[CH3:33])=[O:30])[CH2:25][CH2:24]2)=[N:19][CH:20]=1.C([O-])([O-])=O.[Na+].[Na+]. Product: [CH3:1][S:2]([C:5]1[CH:10]=[CH:9][C:8]([C:15]2[CH:20]=[N:19][C:18]([O:21][CH2:22][CH:23]3[CH2:24][CH2:25][N:26]([C:29]([O:31][C:32]([CH3:35])([CH3:34])[CH3:33])=[O:30])[CH2:27][CH2:28]3)=[N:17][CH:16]=2)=[CH:7][CH:6]=1)(=[O:4])=[O:3]. The catalyst class is: 104. (2) Reactant: [Cl:1][C:2]1[C:3]([N:8]2[C:12]([C:13](O)=[O:14])=[CH:11][C:10]([C:16]([F:19])([F:18])[F:17])=[N:9]2)=[N:4][CH:5]=[CH:6][CH:7]=1.C(Cl)(=O)C([Cl:23])=O. Product: [Cl:1][C:2]1[C:3]([N:8]2[C:12]([C:13]([Cl:23])=[O:14])=[CH:11][C:10]([C:16]([F:19])([F:18])[F:17])=[N:9]2)=[N:4][CH:5]=[CH:6][CH:7]=1. The catalyst class is: 139. (3) Reactant: [N+:1]([C:4]1[CH:5]=[C:6]([CH2:16][N:17]2C(=O)C3C(=CC=CC=3)C2=O)[CH:7]=[CH:8][C:9]=1[C:10]1[CH:15]=[CH:14][CH:13]=[CH:12][CH:11]=1)([O-:3])=[O:2].O.NN. Product: [N+:1]([C:4]1[CH:5]=[C:6]([CH2:16][NH2:17])[CH:7]=[CH:8][C:9]=1[C:10]1[CH:15]=[CH:14][CH:13]=[CH:12][CH:11]=1)([O-:3])=[O:2]. The catalyst class is: 8. (4) Reactant: [C:1]([O:5][C:6]([N:8]1[CH2:12][CH2:11][CH2:10][CH:9]1[CH2:13][NH:14][CH3:15])=[O:7])([CH3:4])([CH3:3])[CH3:2].C(N(CC)CC)C.[CH3:23][S:24](Cl)(=[O:26])=[O:25]. Product: [C:1]([O:5][C:6]([N:8]1[CH2:12][CH2:11][CH2:10][CH:9]1[CH2:13][N:14]([S:24]([CH3:23])(=[O:26])=[O:25])[CH3:15])=[O:7])([CH3:4])([CH3:3])[CH3:2]. The catalyst class is: 4. (5) Reactant: C([O:3][CH:4](OCC)[C:5]1[N:6]=[N:7][N:8]([C:10]2[CH:11]=[C:12]([C:29]3[CH:34]=[CH:33][CH:32]=[CH:31][N:30]=3)[C:13]3[S:17][C:16]([N:18]4CN(C)C[N:20]([CH2:25][CH3:26])[C:19]4=[O:27])=[N:15][C:14]=3[CH:28]=2)[CH:9]=1)C. Product: [CH2:25]([NH:20][C:19]([NH:18][C:16]1[S:17][C:13]2[C:12]([C:29]3[CH:34]=[CH:33][CH:32]=[CH:31][N:30]=3)=[CH:11][C:10]([N:8]3[CH:9]=[C:5]([CH:4]=[O:3])[N:6]=[N:7]3)=[CH:28][C:14]=2[N:15]=1)=[O:27])[CH3:26]. The catalyst class is: 33. (6) Reactant: [Cl:1][C:2]1[CH:3]=[C:4]([C@@H:9]([CH2:25][NH:26][CH3:27])[CH2:10][CH2:11][N:12]2[CH2:17][CH2:16][CH:15]([N:18]3[CH2:23][CH2:22][CH2:21][CH2:20][C:19]3=[O:24])[CH2:14][CH2:13]2)[CH:5]=[CH:6][C:7]=1[Cl:8].[F:28][C:29]1[CH:37]=[CH:36][CH:35]=[CH:34][C:30]=1[C:31](Cl)=[O:32]. Product: [Cl:1][C:2]1[CH:3]=[C:4]([C@H:9]([CH2:10][CH2:11][N:12]2[CH2:13][CH2:14][CH:15]([N:18]3[CH2:23][CH2:22][CH2:21][CH2:20][C:19]3=[O:24])[CH2:16][CH2:17]2)[CH2:25][N:26]([CH3:27])[C:31](=[O:32])[C:30]2[CH:34]=[CH:35][CH:36]=[CH:37][C:29]=2[F:28])[CH:5]=[CH:6][C:7]=1[Cl:8]. The catalyst class is: 4.